This data is from Reaction yield outcomes from USPTO patents with 853,638 reactions. The task is: Predict the reaction yield, written as a fraction of the theoretical maximum amount of product (1.0 means a 100% yield; for example, 0.34 means a 34% yield). (1) The catalyst is O1CCCC1.CO.O. The product is [C:1]([C:9]1[CH:14]=[CH:13][CH:12]=[CH:11][C:10]=1[NH:15][C@@H:16]([CH2:22][C:23]1[CH:28]=[CH:27][C:26]([C:29]2[CH:34]=[CH:33][CH:32]=[C:31]([N:35]([CH3:46])[C:36]([NH:38][CH2:39][CH2:40][CH2:41][CH2:42][CH2:43][CH2:44][CH3:45])=[O:37])[CH:30]=2)=[CH:25][CH:24]=1)[C:17]([OH:19])=[O:18])(=[O:8])[C:2]1[CH:7]=[CH:6][CH:5]=[CH:4][CH:3]=1. The reactants are [C:1]([C:9]1[CH:14]=[CH:13][CH:12]=[CH:11][C:10]=1[NH:15][C@@H:16]([CH2:22][C:23]1[CH:28]=[CH:27][C:26]([C:29]2[CH:34]=[CH:33][CH:32]=[C:31]([N:35]([CH3:46])[C:36]([NH:38][CH2:39][CH2:40][CH2:41][CH2:42][CH2:43][CH2:44][CH3:45])=[O:37])[CH:30]=2)=[CH:25][CH:24]=1)[C:17]([O:19]CC)=[O:18])(=[O:8])[C:2]1[CH:7]=[CH:6][CH:5]=[CH:4][CH:3]=1.[OH-].[Li+].Cl. The yield is 0.770. (2) The reactants are [NH2:1][C:2]1[CH:3]=[C:4]([OH:11])[C:5](=[CH:9][CH:10]=1)[C:6]([OH:8])=[O:7].[C:12](OC(=O)C)(=[O:14])[CH3:13]. The catalyst is CC(C)=O. The product is [C:12]([NH:1][C:2]1[CH:10]=[CH:9][C:5]([C:6]([OH:8])=[O:7])=[C:4]([OH:11])[CH:3]=1)(=[O:14])[CH3:13]. The yield is 0.950. (3) The reactants are Br[C:2]1[CH:9]=[CH:8][C:5]([C:6]#[N:7])=[C:4]([F:10])[CH:3]=1.[CH3:11][O:12][C:13]1[CH:18]=[CH:17][C:16](B(O)O)=[CH:15][CH:14]=1. No catalyst specified. The product is [F:10][C:4]1[CH:3]=[C:2]([C:16]2[CH:17]=[CH:18][C:13]([O:12][CH3:11])=[CH:14][CH:15]=2)[CH:9]=[CH:8][C:5]=1[C:6]#[N:7]. The yield is 0.820. (4) The reactants are [CH2:1]([O:3][C:4]1[CH:12]=[CH:11][CH:10]=[CH:9][C:5]=1[C:6]([OH:8])=O)[CH3:2].[OH:13][C@H:14]1[CH2:18][NH:17][C@H:16]([C:19]([NH:21][CH2:22][C:23]2[CH:28]=[CH:27][C:26]([C:29]3[O:33][CH:32]=[N:31][CH:30]=3)=[CH:25][CH:24]=2)=[O:20])[CH2:15]1.CCN(C(C)C)C(C)C.CN(C(ON1N=NC2C=CC=NC1=2)=[N+](C)C)C.F[P-](F)(F)(F)(F)F. The catalyst is CN(C=O)C. The product is [CH2:1]([O:3][C:4]1[CH:12]=[CH:11][CH:10]=[CH:9][C:5]=1[C:6]([N:17]1[CH2:18][C@H:14]([OH:13])[CH2:15][C@H:16]1[C:19]([NH:21][CH2:22][C:23]1[CH:24]=[CH:25][C:26]([C:29]2[O:33][CH:32]=[N:31][CH:30]=2)=[CH:27][CH:28]=1)=[O:20])=[O:8])[CH3:2]. The yield is 0.500. (5) The reactants are [F:1][C:2]([F:9])([F:8])[C:3]1[CH:4]=[N:5][NH:6][CH:7]=1.[H-].[Na+].F[C:13]1[CH:20]=[CH:19][C:16]([C:17]#[N:18])=[CH:15][CH:14]=1.[Cl-].[NH4+]. The catalyst is CN(C)C=O. The product is [F:1][C:2]([F:9])([F:8])[C:3]1[CH:4]=[N:5][N:6]([C:13]2[CH:20]=[CH:19][C:16]([C:17]#[N:18])=[CH:15][CH:14]=2)[CH:7]=1. The yield is 0.720. (6) The reactants are [CH2:1]([O:8][C:9]([NH:11][C:12]1[C:13]([C:23]([OH:25])=O)=[N:14][C:15]2[C:20]([CH:21]=1)=[CH:19][CH:18]=[C:17]([Br:22])[CH:16]=2)=[O:10])[C:2]1[CH:7]=[CH:6][CH:5]=[CH:4][CH:3]=1.[NH2:26][C:27]1[CH:28]=[N:29][CH:30]=[CH:31][C:32]=1[N:33]1[CH2:38][C@H:37]([CH3:39])[C@@H:36]([O:40][Si:41]([C:44]([CH3:47])([CH3:46])[CH3:45])([CH3:43])[CH3:42])[C@H:35]([NH:48][C:49](=[O:55])[O:50][C:51]([CH3:54])([CH3:53])[CH3:52])[CH2:34]1.CN(C(ON1N=NC2C=CC=NC1=2)=[N+](C)C)C.F[P-](F)(F)(F)(F)F.CCN(C(C)C)C(C)C. The catalyst is CN(C=O)C. The product is [Br:22][C:17]1[CH:16]=[C:15]2[C:20]([CH:21]=[C:12]([NH:11][C:9](=[O:10])[O:8][CH2:1][C:2]3[CH:3]=[CH:4][CH:5]=[CH:6][CH:7]=3)[C:13]([C:23]([NH:26][C:27]3[CH:28]=[N:29][CH:30]=[CH:31][C:32]=3[N:33]3[CH2:38][C@H:37]([CH3:39])[C@@H:36]([O:40][Si:41]([C:44]([CH3:45])([CH3:46])[CH3:47])([CH3:43])[CH3:42])[C@H:35]([NH:48][C:49]([O:50][C:51]([CH3:52])([CH3:54])[CH3:53])=[O:55])[CH2:34]3)=[O:25])=[N:14]2)=[CH:19][CH:18]=1. The yield is 0.550.